Dataset: Full USPTO retrosynthesis dataset with 1.9M reactions from patents (1976-2016). Task: Predict the reactants needed to synthesize the given product. (1) Given the product [CH:5]1[C:6]2[C:7]3[C:12](=[CH:11][CH:10]=[CH:9][CH:8]=3)[C:13]3[C:18](=[CH:17][CH:16]=[CH:15][CH:14]=3)[C:19]=2[CH:2]=[CH:3][C:4]=1[C:21]1[CH:35]=[CH:34][C:24]([CH2:25][P:26](=[O:33])([O:30][CH2:31][CH3:32])[O:27][CH2:28][CH3:29])=[CH:23][CH:22]=1, predict the reactants needed to synthesize it. The reactants are: O1[CH:5]2[C:6]3[C:7]4[C:12]([C:13]5[C:18]([C:19]=3[CH:2]1[CH:3]=[CH:4]2)=[CH:17][CH:16]=[CH:15][CH:14]=5)=[CH:11][CH:10]=[CH:9][CH:8]=4.I[C:21]1[CH:35]=[CH:34][C:24]([CH2:25][P:26](=[O:33])([O:30][CH2:31][CH3:32])[O:27][CH2:28][CH3:29])=[CH:23][CH:22]=1.IC1C=C(C=CC=1)CP(=O)(OCC)OCC.C(N(CC)CC)C. (2) The reactants are: [CH:1]([C:4]1[N:8]([C:9]2[CH:14]=[CH:13][CH:12]=[C:11]([C:15]([F:18])([F:17])[F:16])[CH:10]=2)[N:7]=[C:6]([CH3:19])[C:5]=1[C:20](O)=[O:21])([CH3:3])[CH3:2].[N:23]1([CH:28]2[CH2:33][CH2:32][NH:31][CH2:30][CH2:29]2)[CH2:27][CH2:26][CH2:25][CH2:24]1. Given the product [CH:1]([C:4]1[N:8]([C:9]2[CH:14]=[CH:13][CH:12]=[C:11]([C:15]([F:16])([F:18])[F:17])[CH:10]=2)[N:7]=[C:6]([CH3:19])[C:5]=1[C:20]([N:31]1[CH2:32][CH2:33][CH:28]([N:23]2[CH2:27][CH2:26][CH2:25][CH2:24]2)[CH2:29][CH2:30]1)=[O:21])([CH3:3])[CH3:2], predict the reactants needed to synthesize it. (3) Given the product [CH2:1]([C:5]1[N:10]2[N:11]=[CH:12][CH:13]=[C:9]2[N:8]([C@H:14]2[CH2:15][CH2:16][C@H:17]([O:20][CH2:40][C:41]([O:43][CH2:44][CH3:45])=[O:42])[CH2:18][CH2:19]2)[C:7](=[O:21])[C:6]=1[CH2:22][C:23]1[CH:28]=[CH:27][C:26]([C:29]2[CH:34]=[CH:33][CH:32]=[CH:31][C:30]=2[C:35]#[N:36])=[C:25]([F:37])[CH:24]=1)[CH2:2][CH2:3][CH3:4], predict the reactants needed to synthesize it. The reactants are: [CH2:1]([C:5]1[N:10]2[N:11]=[CH:12][CH:13]=[C:9]2[N:8]([C@H:14]2[CH2:19][CH2:18][C@H:17]([OH:20])[CH2:16][CH2:15]2)[C:7](=[O:21])[C:6]=1[CH2:22][C:23]1[CH:28]=[CH:27][C:26]([C:29]2[C:30]([C:35]#[N:36])=[CH:31][CH:32]=[CH:33][CH:34]=2)=[C:25]([F:37])[CH:24]=1)[CH2:2][CH2:3][CH3:4].[N+](=[CH:40][C:41]([O:43][CH2:44][CH3:45])=[O:42])=[N-].C(OCC)(=O)C.O. (4) Given the product [ClH:1].[Cl:1][C:2]1[C:10]2[C:5](=[CH:6][C:7]([S:11]([NH:14][C@H:15]3[CH2:19][CH2:18][N:17]([C:20]4[CH:21]=[C:22]5[C:27](=[CH:28][C:29]=4[F:30])[CH2:26][NH:25][CH2:24][CH2:23]5)[C:16]3=[O:31])(=[O:13])=[O:12])=[CH:8][CH:9]=2)[NH:4][CH:3]=1, predict the reactants needed to synthesize it. The reactants are: [Cl:1][C:2]1[C:10]2[C:5](=[CH:6][C:7]([S:11]([NH:14][C@H:15]3[CH2:19][CH2:18][N:17]([C:20]4[CH:21]=[C:22]5[C:27](=[CH:28][C:29]=4[F:30])[CH2:26][NH:25][CH2:24][CH2:23]5)[C:16]3=[O:31])(=[O:13])=[O:12])=[CH:8][CH:9]=2)[NH:4][CH:3]=1.C(Cl)(=O)C. (5) Given the product [CH3:40][O:41][C:42](=[O:53])[CH2:43][CH2:44][C:45]1[CH:50]=[CH:49][C:48]([S:51][CH2:20][CH2:19][CH:18]([O:17][C:16]2[CH:34]=[CH:35][C:36]([CH2:38][CH3:39])=[CH:37][C:15]=2[C:7](=[O:14])[C:8]2[CH:9]=[CH:10][CH:11]=[CH:12][CH:13]=2)[CH3:33])=[CH:47][C:46]=1[CH3:52], predict the reactants needed to synthesize it. The reactants are: C(=O)([O-])[O-].[Cs+].[Cs+].[C:7]([C:15]1[CH:37]=[C:36]([CH2:38][CH3:39])[CH:35]=[CH:34][C:16]=1[O:17][CH:18]([CH3:33])[CH2:19][CH2:20]C1C=CC(OCC(O)=O)=C(C)C=1)(=[O:14])[C:8]1[CH:13]=[CH:12][CH:11]=[CH:10][CH:9]=1.[CH3:40][O:41][C:42](=[O:53])[CH2:43][CH2:44][C:45]1[CH:50]=[CH:49][C:48]([SH:51])=[CH:47][C:46]=1[CH3:52]. (6) The reactants are: [F:1][C:2]1[CH:7]=[CH:6][C:5]([N:8]2[C:12]3[CH:13]=[C:14]4[C@:19]([C:21]([C:23]5[S:24][CH:25]=[CH:26][N:27]=5)=[O:22])([CH2:20][C:11]=3[CH:10]=[N:9]2)[CH2:18][N:17](C(OC(C)(C)C)=O)[CH2:16][CH2:15]4)=[CH:4][CH:3]=1.[F:35][C:36]([F:41])([F:40])[C:37]([OH:39])=[O:38].ClCCl. Given the product [F:35][C:36]([F:41])([F:40])[C:37]([OH:39])=[O:38].[F:1][C:2]1[CH:3]=[CH:4][C:5]([N:8]2[C:12]3[CH:13]=[C:14]4[C@:19]([C:21]([C:23]5[S:24][CH:25]=[CH:26][N:27]=5)=[O:22])([CH2:20][C:11]=3[CH:10]=[N:9]2)[CH2:18][NH:17][CH2:16][CH2:15]4)=[CH:6][CH:7]=1, predict the reactants needed to synthesize it. (7) Given the product [Cl:51][C:45]1[CH:46]=[CH:47][CH:48]=[C:49]([Cl:50])[C:44]=1[N:42]1[CH:41]=[C:40]2[C:35]([NH:34][C:32]3[CH:31]=[C:30]([CH3:52])[N:29]=[C:28]([NH:9][CH3:3])[N:33]=3)=[N:36][CH:37]=[CH:38][C:39]2=[N:43]1, predict the reactants needed to synthesize it. The reactants are: ClC1C=CC=C(Cl)[C:3]=1[N:9]1C=C2C(NC3C=C(NC)N=CN=3)=NC=CC2=N1.Cl[C:28]1[N:33]=[C:32]([NH:34][C:35]2[C:40]3=[CH:41][N:42]([C:44]4[C:49]([Cl:50])=[CH:48][CH:47]=[CH:46][C:45]=4[Cl:51])[N:43]=[C:39]3[CH:38]=[CH:37][N:36]=2)[CH:31]=[C:30]([CH3:52])[N:29]=1.CN. (8) Given the product [O:10]1[CH2:11][CH2:12][N:7]([CH2:6][CH:2]=[O:1])[C:8]2[N:16]=[CH:15][CH:14]=[CH:13][C:9]1=2, predict the reactants needed to synthesize it. The reactants are: [O:1]1CCO[CH:2]1[CH2:6][N:7]1[CH2:12][CH2:11][O:10][C:9]2[CH:13]=[CH:14][CH:15]=[N:16][C:8]1=2.C1(C)C=CC(S(O)(=O)=O)=CC=1.